From a dataset of Full USPTO retrosynthesis dataset with 1.9M reactions from patents (1976-2016). Predict the reactants needed to synthesize the given product. (1) Given the product [Cl:22][C:21]1[C:16]([NH:8][C:6]2[CH:7]=[C:2]([I:1])[CH:3]=[CH:4][C:5]=2[O:9][C@@H:10]2[CH2:14][CH2:13][O:12][CH2:11]2)=[N:17][C:18]([NH2:23])=[N:19][CH:20]=1, predict the reactants needed to synthesize it. The reactants are: [I:1][C:2]1[CH:3]=[CH:4][C:5]([O:9][C@@H:10]2[CH2:14][CH2:13][O:12][CH2:11]2)=[C:6]([NH2:8])[CH:7]=1.Cl[C:16]1[C:21]([Cl:22])=[CH:20][N:19]=[C:18]([NH2:23])[N:17]=1.Cl.[OH-].[Na+]. (2) Given the product [F:39][C:40]1[CH:41]=[C:42]([C:2]2[N:7]=[C:6]([O:8][CH3:9])[C:5]([C:10]3[C:19]4[C:14](=[CH:15][C:16]([S:20]([N:23]([CH2:30][C:31]5[CH:36]=[CH:35][C:34]([O:37][CH3:38])=[CH:33][CH:32]=5)[C:24]5[CH:29]=[CH:28][N:27]=[CH:26][N:25]=5)(=[O:22])=[O:21])=[CH:17][CH:18]=4)[CH:13]=[CH:12][N:11]=3)=[CH:4][CH:3]=2)[CH:43]=[CH:44][C:45]=1[F:46], predict the reactants needed to synthesize it. The reactants are: Cl[C:2]1[N:7]=[C:6]([O:8][CH3:9])[C:5]([C:10]2[C:19]3[C:14](=[CH:15][C:16]([S:20]([N:23]([CH2:30][C:31]4[CH:36]=[CH:35][C:34]([O:37][CH3:38])=[CH:33][CH:32]=4)[C:24]4[CH:29]=[CH:28][N:27]=[CH:26][N:25]=4)(=[O:22])=[O:21])=[CH:17][CH:18]=3)[CH:13]=[CH:12][N:11]=2)=[CH:4][CH:3]=1.[F:39][C:40]1[CH:41]=[C:42](B(O)O)[CH:43]=[CH:44][C:45]=1[F:46].C(=O)([O-])[O-].[K+].[K+].